This data is from Catalyst prediction with 721,799 reactions and 888 catalyst types from USPTO. The task is: Predict which catalyst facilitates the given reaction. Reactant: Cl[C:2]1[CH:11]=[CH:10][N:9]=[C:8]2[C:3]=1[CH:4]=[CH:5][C:6]([CH2:12][CH2:13][CH3:14])=[N:7]2.[NH2:15][C:16]1[CH:31]=[C:30]([Cl:32])[CH:29]=[CH:28][C:17]=1[O:18][C:19]1[CH:20]=[C:21]([CH:25]=[CH:26][CH:27]=1)[C:22]([NH2:24])=[O:23]. Product: [Cl:32][C:30]1[CH:29]=[CH:28][C:17]([O:18][C:19]2[CH:20]=[C:21]([CH:25]=[CH:26][CH:27]=2)[C:22]([NH2:24])=[O:23])=[C:16]([NH:15][C:2]2[C:3]3[C:8](=[N:7][C:6]([CH2:12][CH2:13][CH3:14])=[CH:5][CH:4]=3)[N:9]=[CH:10][CH:11]=2)[CH:31]=1. The catalyst class is: 8.